From a dataset of Reaction yield outcomes from USPTO patents with 853,638 reactions. Predict the reaction yield, written as a fraction of the theoretical maximum amount of product (1.0 means a 100% yield; for example, 0.34 means a 34% yield). (1) The reactants are [CH3:1][O:2][C:3](=[O:15])[C:4](O)=[CH:5][C:6](=O)[C:7]1[CH:12]=[CH:11][CH:10]=[CH:9][CH:8]=1.O.[NH2:17][NH2:18]. The catalyst is CCO. The product is [C:7]1([C:6]2[CH:5]=[C:4]([C:3]([O:2][CH3:1])=[O:15])[NH:18][N:17]=2)[CH:12]=[CH:11][CH:10]=[CH:9][CH:8]=1. The yield is 0.515. (2) The reactants are [N+:1]([C:4]1[CH:5]=[C:6]([CH:23]=[CH:24][CH:25]=1)[CH2:7][NH:8][C:9]1[CH:10]=[C:11]([NH:15]C(=O)OC(C)(C)C)[CH:12]=[CH:13][CH:14]=1)([O-:3])=[O:2].[F:26][C:27]([F:32])([F:31])[C:28]([OH:30])=[O:29]. The catalyst is ClCCl. The product is [F:26][C:27]([F:32])([F:31])[C:28]([OH:30])=[O:29].[F:26][C:27]([F:32])([F:31])[C:28]([OH:30])=[O:29].[N+:1]([C:4]1[CH:5]=[C:6]([CH:23]=[CH:24][CH:25]=1)[CH2:7][NH:8][C:9]1[CH:14]=[CH:13][CH:12]=[C:11]([NH2:15])[CH:10]=1)([O-:3])=[O:2]. The yield is 0.790. (3) The reactants are I[C:2]1[C:10]2[C:5](=[N:6][CH:7]=[C:8]([C:11]3[CH:12]=[C:13]([O:25][CH3:26])[C:14]([NH:17][C:18](=[O:24])[O:19][C:20]([CH3:23])([CH3:22])[CH3:21])=[N:15][CH:16]=3)[CH:9]=2)[N:4]([S:27]([C:30]2[CH:36]=[CH:35][C:33]([CH3:34])=[CH:32][CH:31]=2)(=[O:29])=[O:28])[CH:3]=1.[F:37][C:38]1[CH:39]=[C:40]([CH:56]=[CH:57][CH:58]=1)[CH2:41][N:42]1[CH:46]=[C:45](B2OC(C)(C)C(C)(C)O2)[CH:44]=[N:43]1.C(=O)([O-])[O-].[Na+].[Na+]. The catalyst is C1(C)C=CC=CC=1.C(O)C.O.Cl[Pd](Cl)([P](C1C=CC=CC=1)(C1C=CC=CC=1)C1C=CC=CC=1)[P](C1C=CC=CC=1)(C1C=CC=CC=1)C1C=CC=CC=1. The product is [F:37][C:38]1[CH:39]=[C:40]([CH:56]=[CH:57][CH:58]=1)[CH2:41][N:42]1[CH:46]=[C:45]([C:2]2[C:10]3[C:5](=[N:6][CH:7]=[C:8]([C:11]4[CH:12]=[C:13]([O:25][CH3:26])[C:14]([NH:17][C:18](=[O:24])[O:19][C:20]([CH3:23])([CH3:22])[CH3:21])=[N:15][CH:16]=4)[CH:9]=3)[N:4]([S:27]([C:30]3[CH:36]=[CH:35][C:33]([CH3:34])=[CH:32][CH:31]=3)(=[O:29])=[O:28])[CH:3]=2)[CH:44]=[N:43]1. The yield is 0.932. (4) The product is [CH3:18][O:19][C:20]1[CH:27]=[C:16]2[C:23]([CH:24]=[C:12]([C:11](=[O:17])[C:8]3[CH:9]=[CH:10][C:5]([C:1]([CH3:4])([CH3:2])[CH3:3])=[CH:6][CH:7]=3)[C:13](=[O:14])[O:15]2)=[CH:22][CH:21]=1. The catalyst is C(O)C. The yield is 0.500. The reactants are [C:1]([C:5]1[CH:10]=[CH:9][C:8]([C:11](=[O:17])[CH2:12][C:13]([O:15][CH3:16])=[O:14])=[CH:7][CH:6]=1)([CH3:4])([CH3:3])[CH3:2].[CH3:18][O:19][C:20]1[CH:27]=C[C:23]([CH:24]=O)=[C:22](O)[CH:21]=1.N1CCCCC1. (5) The reactants are Cl[C:2]1[N:7]=[CH:6][N:5]=[C:4]([NH:8][C:9]2[CH:14]=[CH:13][CH:12]=[C:11]([NH2:15])[N:10]=2)[CH:3]=1.[CH3:16][O:17][C:18]1[CH:19]=[C:20]([OH:24])[CH:21]=[CH:22][CH:23]=1.C([O-])([O-])=O.[K+].[K+]. The yield is 0.407. The product is [O:17]([C:18]1[CH:19]=[C:20]([CH:21]=[CH:22][CH:23]=1)[O:24][C:2]1[N:7]=[CH:6][N:5]=[C:4]([NH:8][C:9]2[CH:14]=[CH:13][CH:12]=[C:11]([NH2:15])[N:10]=2)[CH:3]=1)[CH3:16]. The catalyst is CN(C=O)C.CCOC(C)=O. (6) The reactants are Cl[C:2]1[C:7]([C:8]([NH2:10])=[O:9])=[CH:6][N:5]=[C:4]2[N:11]([CH2:14][O:15][CH2:16][CH2:17][Si:18]([CH3:21])([CH3:20])[CH3:19])[CH:12]=[CH:13][C:3]=12.[CH2:22]([N:29]1[CH2:34][CH2:33][CH:32]([NH2:35])[CH2:31][CH2:30]1)[C:23]1[CH:28]=[CH:27][CH:26]=[CH:25][CH:24]=1.C(N(CC)C(C)C)(C)C. The catalyst is O. The product is [CH2:22]([N:29]1[CH2:34][CH2:33][CH:32]([NH:35][C:2]2[C:7]([C:8]([NH2:10])=[O:9])=[CH:6][N:5]=[C:4]3[N:11]([CH2:14][O:15][CH2:16][CH2:17][Si:18]([CH3:21])([CH3:20])[CH3:19])[CH:12]=[CH:13][C:3]=23)[CH2:31][CH2:30]1)[C:23]1[CH:24]=[CH:25][CH:26]=[CH:27][CH:28]=1. The yield is 0.810. (7) The reactants are [NH2:1][CH:2]([OH:23])[C@H:3]([CH3:22])[CH2:4][CH2:5][C:6]1[S:7][C:8]([C:11]#[C:12][CH2:13][CH2:14][CH2:15][CH:16]2[CH2:21][CH2:20][CH2:19][CH2:18][CH2:17]2)=[CH:9][CH:10]=1.S(=O)(=O)(O)[OH:25].[OH-].[Na+]. The catalyst is CO. The product is [NH2:1][CH:2]([OH:23])[C@H:3]([CH3:22])[CH2:4][CH2:5][C:6]1[S:7][C:8]([C:11](=[O:25])[CH2:12][CH2:13][CH2:14][CH2:15][CH:16]2[CH2:17][CH2:18][CH2:19][CH2:20][CH2:21]2)=[CH:9][CH:10]=1. The yield is 0.910.